Task: Predict the product of the given reaction.. Dataset: Forward reaction prediction with 1.9M reactions from USPTO patents (1976-2016) (1) Given the reactants [CH3:1][C:2]1([CH3:12])[NH:7][C:6]([CH3:9])([CH3:8])[C:5](=[O:10])[NH:4][C:3]1=[O:11].[H-].[Na+].[H][H].[CH2:17](Br)[C:18]#[CH:19], predict the reaction product. The product is: [CH2:19]([N:4]1[C:5](=[O:10])[C:6]([CH3:8])([CH3:9])[NH:7][C:2]([CH3:12])([CH3:1])[C:3]1=[O:11])[C:18]#[CH:17]. (2) Given the reactants [O:1]1[C:5]2([CH2:10][CH2:9][CH:8](O)[CH2:7][CH2:6]2)[O:4][CH2:3][CH2:2]1.N1C=CN=C1.C1(P(C2C=CC=CC=2)C2C=CC=CC=2)C=CC=CC=1.[I:36]I.S([O-])(O)=O.[Na+], predict the reaction product. The product is: [I:36][CH:8]1[CH2:9][CH2:10][C:5]2([O:4][CH2:3][CH2:2][O:1]2)[CH2:6][CH2:7]1. (3) Given the reactants Br[C:2]1[CH:7]=[CH:6][CH:5]=[C:4]([CH:8]2[CH2:11][CH:10]([CH2:12][CH2:13][O:14][CH3:15])[CH2:9]2)[CH:3]=1.[CH:16]([Si:19]([C:26]#[CH:27])([CH:23]([CH3:25])[CH3:24])[CH:20]([CH3:22])[CH3:21])([CH3:18])[CH3:17].C(N(CC)CC)C, predict the reaction product. The product is: [CH3:15][O:14][CH2:13][CH2:12][CH:10]1[CH2:11][CH:8]([C:4]2[CH:3]=[C:2]([C:27]#[C:26][Si:19]([CH:16]([CH3:18])[CH3:17])([CH:23]([CH3:25])[CH3:24])[CH:20]([CH3:22])[CH3:21])[CH:7]=[CH:6][CH:5]=2)[CH2:9]1. (4) Given the reactants [C:1]1(=[O:11])[NH:5][C:4](=O)[C:3]2=[CH:7][CH:8]=[CH:9][CH:10]=[C:2]12.C(N1C(=O)[C:23]([CH3:26])=[C:22]([CH3:27])[N:21]=[C:20]1[C@H:28]([N:32]([CH2:42][CH2:43][N:44]1C(=O)C2C(=CC=CC=2)C1=O)[C:33](=O)[C:34]1[CH:39]=[CH:38][C:37]([CH3:40])=[CH:36][CH:35]=1)[CH:29]([CH3:31])[CH3:30])C1C=CC=CC=1.O.NN, predict the reaction product. The product is: [CH2:4]([N:5]1[C:1](=[O:11])[C:23]([CH3:26])=[C:22]([CH3:27])[N:21]=[C:20]1[C@H:28]([N:32]1[CH2:42][CH2:43][N:44]=[C:33]1[C:34]1[CH:35]=[CH:36][C:37]([CH3:40])=[CH:38][CH:39]=1)[CH:29]([CH3:31])[CH3:30])[C:3]1[CH:2]=[CH:10][CH:9]=[CH:8][CH:7]=1. (5) Given the reactants Cl.[F:2][C:3]1[CH:8]=[C:7]([I:9])[C:6]([O:10]COC)=[CH:5][N:4]=1.C(=O)(O)[O-].[Na+], predict the reaction product. The product is: [F:2][C:3]1[N:4]=[CH:5][C:6]([OH:10])=[C:7]([I:9])[CH:8]=1.